This data is from Catalyst prediction with 721,799 reactions and 888 catalyst types from USPTO. The task is: Predict which catalyst facilitates the given reaction. (1) Reactant: [NH:1]1[CH:5]=[C:4]([C:6]2[CH:11]=[CH:10][CH:9]=[CH:8][N:7]=2)[CH:3]=[N:2]1.[Br:12][C:13]1[CH:18]=[C:17](F)[CH:16]=[C:15]([Cl:20])[CH:14]=1.C(=O)([O-])[O-].[K+].[K+].CCCCCC. Product: [Br:12][C:13]1[CH:18]=[C:17]([N:1]2[CH:5]=[C:4]([C:6]3[CH:11]=[CH:10][CH:9]=[CH:8][N:7]=3)[CH:3]=[N:2]2)[CH:16]=[C:15]([Cl:20])[CH:14]=1. The catalyst class is: 31. (2) Reactant: [O:1]=[C:2]1[CH2:7][NH:6][CH2:5][CH2:4][N:3]1[C:8]1[CH:13]=[CH:12][C:11]([S:14]([NH:17][C:18]2[S:19][CH:20]=[CH:21][N:22]=2)(=[O:16])=[O:15])=[CH:10][CH:9]=1.[Cl:23][C:24]1[C:35]([Cl:36])=[CH:34][CH:33]=[CH:32][C:25]=1[O:26][C@@H:27]([CH3:31])[C:28](O)=[O:29].CN(C(ON1N=NC2C=CC=NC1=2)=[N+](C)C)C.F[P-](F)(F)(F)(F)F.C(=O)(O)[O-].[Na+]. Product: [Cl:23][C:24]1[C:35]([Cl:36])=[CH:34][CH:33]=[CH:32][C:25]=1[O:26][C@@H:27]([CH3:31])[C:28]([N:6]1[CH2:5][CH2:4][N:3]([C:8]2[CH:9]=[CH:10][C:11]([S:14]([NH:17][C:18]3[S:19][CH:20]=[CH:21][N:22]=3)(=[O:16])=[O:15])=[CH:12][CH:13]=2)[C:2](=[O:1])[CH2:7]1)=[O:29]. The catalyst class is: 3. (3) Reactant: [CH:1]1([C:7]2[C:15]3[C:10](=[CH:11][C:12]([C:16]([O:18]C)=[O:17])=[CH:13][CH:14]=3)[N:9]([CH2:20][C:21]([OH:23])=O)[C:8]=2[C:24]2[CH:29]=[CH:28][C:27]([O:30][CH3:31])=[CH:26][CH:25]=2)[CH2:6][CH2:5][CH2:4][CH2:3][CH2:2]1.C[CH2:33][N:34](C(C)C)[CH:35](C)C.CN(C(ON1N=NC2C=CC=NC1=2)=[N+](C)C)C.F[P-](F)(F)(F)(F)F.Cl.CNC.[OH-].[K+]. Product: [CH:1]1([C:7]2[C:15]3[C:10](=[CH:11][C:12]([C:16]([OH:18])=[O:17])=[CH:13][CH:14]=3)[N:9]([CH2:20][C:21]([N:34]([CH3:35])[CH3:33])=[O:23])[C:8]=2[C:24]2[CH:29]=[CH:28][C:27]([O:30][CH3:31])=[CH:26][CH:25]=2)[CH2:2][CH2:3][CH2:4][CH2:5][CH2:6]1. The catalyst class is: 91. (4) Reactant: [OH:1][C:2]1[CH:11]=[CH:10][C:5]([C:6]([O:8][CH3:9])=[O:7])=[CH:4][CH:3]=1.[H-].[Na+].[C:14]([N:21]1[CH2:26][CH2:25][CH:24]([CH2:27]OS(C)(=O)=O)[CH2:23][CH2:22]1)([O:16][C:17]([CH3:20])([CH3:19])[CH3:18])=[O:15].O. Product: [C:14]([N:21]1[CH2:22][CH2:23][CH:24]([CH2:27][O:1][C:2]2[CH:3]=[CH:4][C:5]([C:6]([O:8][CH3:9])=[O:7])=[CH:10][CH:11]=2)[CH2:25][CH2:26]1)([O:16][C:17]([CH3:20])([CH3:19])[CH3:18])=[O:15]. The catalyst class is: 3. (5) Reactant: [CH2:1]([O:3][C:4]1[CH:9]=[C:8]([C:10]([O:12]C)=[O:11])[CH:7]=[CH:6][C:5]=1[N:14]1[CH:18]=[C:17]([C:19]([O:21]CC)=[O:20])[N:16]=[N:15]1)[CH3:2].[OH-].[Na+].O. Product: [CH2:1]([O:3][C:4]1[CH:9]=[C:8]([C:10]([OH:12])=[O:11])[CH:7]=[CH:6][C:5]=1[N:14]1[CH:18]=[C:17]([C:19]([OH:21])=[O:20])[N:16]=[N:15]1)[CH3:2]. The catalyst class is: 8. (6) Reactant: [H-].[Na+].[CH3:3][O:4][C:5]([C:7]1[CH:15]=[CH:14][CH:13]=[C:12]2[C:8]=1[CH:9]=[CH:10][NH:11]2)=[O:6].[H][H].[F:18][C:19]1[CH:26]=[CH:25][C:22]([CH2:23]Cl)=[CH:21][CH:20]=1. Product: [F:18][C:19]1[CH:26]=[CH:25][C:22]([CH2:23][N:11]2[C:12]3[C:8](=[C:7]([C:5]([O:4][CH3:3])=[O:6])[CH:15]=[CH:14][CH:13]=3)[CH:9]=[CH:10]2)=[CH:21][CH:20]=1. The catalyst class is: 9. (7) Reactant: [Cl:1][C:2]1[CH:3]=[CH:4][C:5]([CH2:8][CH2:9][C:10]2[CH:15]=[CH:14][N:13]([C:16]3[CH:21]=[CH:20][C:19]4[C:22]5[CH2:23][NH:24][CH2:25][CH2:26][C:27]=5[O:28][C:18]=4[CH:17]=3)[C:12](=[O:29])[N:11]=2)=[N:6][CH:7]=1.Cl.CCOCC. Product: [ClH:1].[Cl:1][C:2]1[CH:3]=[CH:4][C:5]([CH2:8][CH2:9][C:10]2[CH:15]=[CH:14][N:13]([C:16]3[CH:21]=[CH:20][C:19]4[C:22]5[CH2:23][NH:24][CH2:25][CH2:26][C:27]=5[O:28][C:18]=4[CH:17]=3)[C:12](=[O:29])[N:11]=2)=[N:6][CH:7]=1. The catalyst class is: 5.